From a dataset of Full USPTO retrosynthesis dataset with 1.9M reactions from patents (1976-2016). Predict the reactants needed to synthesize the given product. (1) Given the product [C:1]([C:5]1[N:9]=[C:8]([N:10]2[CH2:15][CH2:14][CH:13]([NH:20][CH:17]3[CH2:19][CH2:18]3)[CH2:12][CH2:11]2)[O:7][N:6]=1)([CH3:4])([CH3:3])[CH3:2], predict the reactants needed to synthesize it. The reactants are: [C:1]([C:5]1[N:9]=[C:8]([N:10]2[CH2:15][CH2:14][C:13](=O)[CH2:12][CH2:11]2)[O:7][N:6]=1)([CH3:4])([CH3:3])[CH3:2].[CH:17]1([NH2:20])[CH2:19][CH2:18]1. (2) Given the product [OH:1][C:2]([C:6]1[CH:11]=[CH:10][CH:9]=[CH:8][C:7]=1[O:21][CH3:20])([C:13]1[CH:18]=[CH:17][CH:16]=[CH:15][CH:14]=1)[C:3]([OH:5])=[O:4], predict the reactants needed to synthesize it. The reactants are: [OH:1][C:2]([C:13]1[CH:18]=[CH:17][CH:16]=[CH:15][CH:14]=1)([C:6]1[CH:11]=[CH:10][CH:9]=[CH:8][C:7]=1C)[C:3]([OH:5])=[O:4].Br[CH2:20][O:21]C1C=CC=CC=1.C(C(O)=O)(=O)C1C=CC=CC=1.COC(C(C1C=CC=CC=1)=O)=O. (3) Given the product [Cl:1][C:2]1[CH:3]=[C:4]([CH2:17][C:18]2[O:22][C:21]([NH:28][C:31](=[O:40])[O:54][C:50]([CH3:53])([CH3:52])[CH3:51])=[CH:20][CH:19]=2)[C:5]2[O:9][C:8]([C:10]3[CH:15]=[CH:14][CH:13]=[CH:12][CH:11]=3)=[CH:7][C:6]=2[CH:16]=1, predict the reactants needed to synthesize it. The reactants are: [Cl:1][C:2]1[CH:3]=[C:4]([CH2:17][C:18]2[O:22][C:21](C(O)=O)=[CH:20][CH:19]=2)[C:5]2[O:9][C:8]([C:10]3[CH:15]=[CH:14][CH:13]=[CH:12][CH:11]=3)=[CH:7][C:6]=2[CH:16]=1.C([N:28]([CH2:31]C)CC)C.C1(P(N=[N+]=[N-])(C2C=CC=CC=2)=[O:40])C=CC=CC=1.[C:50]([OH:54])([CH3:53])([CH3:52])[CH3:51]. (4) The reactants are: [Br:1]Br.[F:3][C:4]1[CH:9]=[CH:8][CH:7]=[C:6]([O:10][CH3:11])[C:5]=1[N+:12]([O-:14])=[O:13]. Given the product [Br:1][C:9]1[CH:8]=[CH:7][C:6]([O:10][CH3:11])=[C:5]([N+:12]([O-:14])=[O:13])[C:4]=1[F:3], predict the reactants needed to synthesize it. (5) Given the product [NH2:36][C:33]1[N:34]=[CH:35][C:30]([C:2]2[N:10]=[C:9]3[C:5]([N:6]=[C:7]([C:12]([OH:15])([CH3:14])[CH3:13])[N:8]3[CH3:11])=[C:4]([N:16]3[CH2:21][CH2:20][O:19][CH2:18][CH2:17]3)[N:3]=2)=[CH:31][CH:32]=1, predict the reactants needed to synthesize it. The reactants are: Cl[C:2]1[N:10]=[C:9]2[C:5]([N:6]=[C:7]([C:12]([OH:15])([CH3:14])[CH3:13])[N:8]2[CH3:11])=[C:4]([N:16]2[CH2:21][CH2:20][O:19][CH2:18][CH2:17]2)[N:3]=1.CC1(C)C(C)(C)OB([C:30]2[CH:31]=[CH:32][C:33]([NH2:36])=[N:34][CH:35]=2)O1. (6) Given the product [C:4]([C:6]1[C:7]([C:12]2[CH:17]=[CH:16][C:15]([F:18])=[CH:14][C:13]=2[F:19])=[N:8][O:9][C:10]=1[CH3:11])([OH:5])=[O:3], predict the reactants needed to synthesize it. The reactants are: C([O:3][C:4]([C:6]1[C:7]([C:12]2[CH:17]=[CH:16][C:15]([F:18])=[CH:14][C:13]=2[F:19])=[N:8][O:9][C:10]=1[CH3:11])=[O:5])C.[OH-].[Na+].CO.Cl. (7) Given the product [NH2:33][C:32](=[O:35])[CH:27]([C:4]1[CH:5]=[CH:6][C:7]([C:8]2[N:12]=[C:11]([C:13]3[N:14]=[C:15]4[C:20]([Cl:21])=[CH:19][C:18]([C:22]([F:25])([F:24])[F:23])=[CH:17][N:16]4[CH:26]=3)[O:10][N:9]=2)=[C:2]([Cl:1])[CH:3]=1)[CH2:28][C:29]([OH:31])=[O:30], predict the reactants needed to synthesize it. The reactants are: [Cl:1][C:2]1[CH:3]=[C:4]([CH:27]([C:32]#[N:33])[CH2:28][C:29]([OH:31])=[O:30])[CH:5]=[CH:6][C:7]=1[C:8]1[N:12]=[C:11]([C:13]2[N:14]=[C:15]3[C:20]([Cl:21])=[CH:19][C:18]([C:22]([F:25])([F:24])[F:23])=[CH:17][N:16]3[CH:26]=2)[O:10][N:9]=1.C(=O)(O)[O-:35].[Na+].C(O)(=O)CC(CC(O)=O)(C(O)=O)O.